The task is: Predict the product of the given reaction.. This data is from Forward reaction prediction with 1.9M reactions from USPTO patents (1976-2016). (1) Given the reactants Cl[C:2]1[N:10]=[CH:9][N:8]=[C:7]2[C:3]=1[N:4]=[CH:5][N:6]2[CH:11]1[CH2:16][CH2:15][CH2:14][CH2:13][O:12]1.[N+:17]([C:20]1[CH:25]=[CH:24][C:23]([OH:26])=[CH:22][CH:21]=1)([O-:19])=[O:18].C1N2CCN(CC2)C1.C(N(CC)CC)C, predict the reaction product. The product is: [N+:17]([C:20]1[CH:25]=[CH:24][C:23]([O:26][C:2]2[N:10]=[CH:9][N:8]=[C:7]3[C:3]=2[N:4]=[CH:5][N:6]3[CH:11]2[CH2:16][CH2:15][CH2:14][CH2:13][O:12]2)=[CH:22][CH:21]=1)([O-:19])=[O:18]. (2) Given the reactants [NH2:1][C:2]1[N:3]=[CH:4][C:5]([C:14]2[CH:15]=[C:16]([CH:21]=[CH:22][CH:23]=2)[C:17]([O:19]C)=[O:18])=[N:6][C:7]=1[C:8]([NH:10][CH:11]1[CH2:13][CH2:12]1)=[O:9].[OH-].[Na+], predict the reaction product. The product is: [NH2:1][C:2]1[N:3]=[CH:4][C:5]([C:14]2[CH:15]=[C:16]([CH:21]=[CH:22][CH:23]=2)[C:17]([OH:19])=[O:18])=[N:6][C:7]=1[C:8]([NH:10][CH:11]1[CH2:13][CH2:12]1)=[O:9]. (3) Given the reactants [Cl:1][C:2]1[CH:18]=[CH:17][CH:16]=[C:15]([Cl:19])[C:3]=1/[CH:4]=[CH:5]/[C:6]1[CH:14]=[CH:13][C:9]([N:10](C)[CH3:11])=[CH:8][CH:7]=1.N#CBr, predict the reaction product. The product is: [Cl:1][C:2]1[CH:18]=[CH:17][CH:16]=[C:15]([Cl:19])[C:3]=1[CH:4]=[CH:5][C:6]1[CH:14]=[CH:13][C:9]([NH:10][CH3:11])=[CH:8][CH:7]=1. (4) Given the reactants ClCCl.[C:4]([O:8][CH2:9][CH3:10])(=[O:7])[CH:5]=[O:6].[O:11]1[CH:15]=[CH:14][CH2:13][CH2:12]1.[CH:16]([OH:19])([CH3:18])[CH3:17].C(=O)([O-])[O-].[K+].[K+].[C@H](O)(C([O-])=O)[C@@H](O)C([O-])=O.[Na+].[K+].O, predict the reaction product. The product is: [OH:6][CH:5]([CH:14]1[CH2:13][CH2:12][O:11][CH:15]1[O:19][CH:16]([CH3:18])[CH3:17])[C:4]([O:8][CH2:9][CH3:10])=[O:7].